This data is from Reaction yield outcomes from USPTO patents with 853,638 reactions. The task is: Predict the reaction yield, written as a fraction of the theoretical maximum amount of product (1.0 means a 100% yield; for example, 0.34 means a 34% yield). The reactants are [C:1]([O:5][C:6]([NH:8][C@@:9]([C:14]1[CH:19]=[CH:18][CH:17]=[CH:16][CH:15]=1)([C:11]([OH:13])=O)[CH3:10])=[O:7])([CH3:4])([CH3:3])[CH3:2].N1(OC(N(C)C)=[N+](C)C)C2C=CC=CC=2N=N1.[NH:37]1[CH2:42][CH2:41][O:40][CH2:39][CH2:38]1.C(N(C(C)C)CC)(C)C. The catalyst is CN(C=O)C. The product is [C:1]([O:5][C:6]([NH:8][C@@:9]([CH3:10])([C:14]1[CH:19]=[CH:18][CH:17]=[CH:16][CH:15]=1)[C:11]([N:37]1[CH2:42][CH2:41][O:40][CH2:39][CH2:38]1)=[O:13])=[O:7])([CH3:2])([CH3:3])[CH3:4]. The yield is 0.880.